This data is from Catalyst prediction with 721,799 reactions and 888 catalyst types from USPTO. The task is: Predict which catalyst facilitates the given reaction. (1) Reactant: [CH2:1]([N:8]1[C:16]2[C:11](=[CH:12][C:13]([C:17]3[CH:26]=[CH:25][C:20]([O:21][CH2:22][C:23]#[N:24])=[CH:19][CH:18]=3)=[CH:14][CH:15]=2)[C:10]([CH2:27][C:28]2[CH:33]=[CH:32][CH:31]=[CH:30][CH:29]=2)=[C:9]1[CH3:34])[C:2]1[CH:7]=[CH:6][CH:5]=[CH:4][CH:3]=1.[N-:35]=[N+:36]=[N-:37].[Na+].[NH4+].[Cl-]. Product: [CH2:1]([N:8]1[C:16]2[C:11](=[CH:12][C:13]([C:17]3[CH:26]=[CH:25][C:20]([O:21][CH2:22][C:23]4[NH:37][N:36]=[N:35][N:24]=4)=[CH:19][CH:18]=3)=[CH:14][CH:15]=2)[C:10]([CH2:27][C:28]2[CH:33]=[CH:32][CH:31]=[CH:30][CH:29]=2)=[C:9]1[CH3:34])[C:2]1[CH:3]=[CH:4][CH:5]=[CH:6][CH:7]=1. The catalyst class is: 3. (2) Reactant: [N:1]1([C:8]([C:10]2[CH:16]=[CH:15][C:13]([NH2:14])=[CH:12][C:11]=2[Cl:17])=[O:9])[CH2:7][CH2:6][CH2:5][CH2:4][CH2:3][CH2:2]1.Cl.Cl[C:20]1[C:29]2[C:24](=[CH:25][CH:26]=[CH:27][C:28]=2[F:30])[N:23]=[CH:22][N:21]=1. Product: [ClH:17].[N:1]1([C:8]([C:10]2[CH:16]=[CH:15][C:13]([NH:14][C:20]3[C:29]4[C:24](=[CH:25][CH:26]=[CH:27][C:28]=4[F:30])[N:23]=[CH:22][N:21]=3)=[CH:12][C:11]=2[Cl:17])=[O:9])[CH2:2][CH2:3][CH2:4][CH2:5][CH2:6][CH2:7]1. The catalyst class is: 41. (3) Reactant: [OH:1][C:2]([C:5]1[N:6]=[C:7]([CH2:15][CH2:16][CH3:17])[NH:8][C:9]=1[C:10]([O:12][CH2:13][CH3:14])=[O:11])([CH3:4])[CH3:3].[C:18]([N:37]1[C:41]([C:42]2[CH:47]=[CH:46][CH:45]=[CH:44][C:43]=2[C:48]2[CH:55]=[CH:54][C:51]([CH2:52]Br)=[CH:50][CH:49]=2)=[N:40][N:39]=[N:38]1)([C:31]1[CH:36]=[CH:35][CH:34]=[CH:33][CH:32]=1)([C:25]1[CH:30]=[CH:29][CH:28]=[CH:27][CH:26]=1)[C:19]1[CH:24]=[CH:23][CH:22]=[CH:21][CH:20]=1.O.[OH-].[Li+].Cl[CH2:60][C:61]1[O:62][C:63](=[O:67])[O:64]C=1C. Product: [CH3:17][CH2:16][CH2:15][C:7]1[N:8]([CH2:52][C:51]2[CH:54]=[CH:55][C:48]([C:43]3[C:42]([C:41]4[N:37]([C:18]([C:25]5[CH:30]=[CH:29][CH:28]=[CH:27][CH:26]=5)([C:31]5[CH:32]=[CH:33][CH:34]=[CH:35][CH:36]=5)[C:19]5[CH:20]=[CH:21][CH:22]=[CH:23][CH:24]=5)[N:38]=[N:39][N:40]=4)=[CH:47][CH:46]=[CH:45][CH:44]=3)=[CH:49][CH:50]=2)[C:9]([C:10]([O:12][CH2:13][C:14]2[O:67][C:63](=[O:64])[O:62][C:61]=2[CH3:60])=[O:11])=[C:5]([C:2]([OH:1])([CH3:4])[CH3:3])[N:6]=1. The catalyst class is: 80. (4) Reactant: [CH2:1]([O:8][C:9]1[CH:10]=[CH:11][C:12]2[C:13]3[N:22]([CH2:23][CH:24]4[CH2:29][CH2:28][O:27][CH2:26][CH2:25]4)[C:21]([CH2:30]Cl)=[N:20][C:14]=3[C:15]([NH2:19])=[N:16][C:17]=2[CH:18]=1)[C:2]1[CH:7]=[CH:6][CH:5]=[CH:4][CH:3]=1.C(N(CC)CC)C.Cl.[O:40]([NH2:42])[CH3:41]. Product: [CH2:1]([O:8][C:9]1[CH:10]=[CH:11][C:12]2[C:13]3[N:22]([CH2:23][CH:24]4[CH2:29][CH2:28][O:27][CH2:26][CH2:25]4)[C:21]([CH2:30][NH:42][O:40][CH3:41])=[N:20][C:14]=3[C:15]([NH2:19])=[N:16][C:17]=2[CH:18]=1)[C:2]1[CH:7]=[CH:6][CH:5]=[CH:4][CH:3]=1. The catalyst class is: 9. (5) Reactant: [Cl:1][C:2]1[CH:7]=[CH:6][CH:5]=[CH:4][C:3]=1[C:8]1[N:12]([CH2:13][C:14](O)=[O:15])[N:11]=[C:10]([CH2:17][N:18]2[C:22](=[O:23])[N:21]([CH2:24][C@H:25]([OH:30])[C:26]([F:29])([F:28])[F:27])[C:20]([C:31]3[CH:36]=CC(Cl)=[CH:33][CH:32]=3)=[N:19]2)[N:9]=1.C1C=CC2N(O)N=[N:44]C=2C=1.[CH2:48]([Cl:51])[CH2:49]Cl.N. Product: [Cl:1][C:2]1[CH:7]=[CH:6][CH:5]=[CH:4][C:3]=1[C:8]1[N:12]([CH2:13][C:14]([NH2:44])=[O:15])[N:11]=[C:10]([CH2:17][N:18]2[C:22](=[O:23])[N:21]([CH2:24][C@H:25]([OH:30])[C:26]([F:27])([F:28])[F:29])[C:20]([C:31]3[CH:36]=[CH:49][C:48]([Cl:51])=[CH:33][CH:32]=3)=[N:19]2)[N:9]=1. The catalyst class is: 18.